The task is: Predict the reaction yield, written as a fraction of the theoretical maximum amount of product (1.0 means a 100% yield; for example, 0.34 means a 34% yield).. This data is from Reaction yield outcomes from USPTO patents with 853,638 reactions. (1) The reactants are [Br:1][C:2]1[CH:8]=[CH:7][C:5]([NH2:6])=[C:4]([Cl:9])[CH:3]=1.[C:10](Cl)(Cl)=[S:11]. The catalyst is O1CCCC1.C(=O)([O-])O.[Na+]. The product is [Br:1][C:2]1[CH:8]=[CH:7][C:5]([N:6]=[C:10]=[S:11])=[C:4]([Cl:9])[CH:3]=1. The yield is 0.710. (2) The reactants are I[C:2]1[CH:7]=[CH:6][C:5]([O:8][C:9]([F:12])([F:11])[F:10])=[CH:4][CH:3]=1.[CH2:13]([OH:18])[CH2:14][CH2:15][C:16]#[CH:17]. The catalyst is N1CCCCC1.C1C=CC([P]([Pd]([P](C2C=CC=CC=2)(C2C=CC=CC=2)C2C=CC=CC=2)([P](C2C=CC=CC=2)(C2C=CC=CC=2)C2C=CC=CC=2)[P](C2C=CC=CC=2)(C2C=CC=CC=2)C2C=CC=CC=2)(C2C=CC=CC=2)C2C=CC=CC=2)=CC=1. The product is [F:10][C:9]([F:12])([F:11])[O:8][C:5]1[CH:6]=[CH:7][C:2]([C:17]#[C:16][CH2:15][CH2:14][CH2:13][OH:18])=[CH:3][CH:4]=1. The yield is 0.830. (3) The reactants are Cl[C:2]1[N:3]=[N:4][C:5]([O:8][CH2:9][CH:10]2[CH2:15][CH2:14][N:13]([CH2:16][C:17]([CH2:21][CH3:22])([F:20])[CH2:18][CH3:19])[CH2:12][CH2:11]2)=[CH:6][CH:7]=1.[CH3:23][O:24][C:25]([C:27]1[CH:32]=[CH:31][C:30](B(O)O)=[CH:29][CH:28]=1)=[O:26].C([O-])([O-])=O.[Cs+].[Cs+]. The catalyst is O1CCOCC1. The product is [CH2:18]([C:17]([F:20])([CH2:21][CH3:22])[CH2:16][N:13]1[CH2:14][CH2:15][CH:10]([CH2:9][O:8][C:5]2[N:4]=[N:3][C:2]([C:30]3[CH:31]=[CH:32][C:27]([C:25]([O:24][CH3:23])=[O:26])=[CH:28][CH:29]=3)=[CH:7][CH:6]=2)[CH2:11][CH2:12]1)[CH3:19]. The yield is 0.370. (4) The catalyst is O1CCOCC1. The product is [Br:11][C:12]1[C:13]([Cl:19])=[N:14][C:15]([NH:10][C:3]2[C:4]([CH3:9])=[CH:5][C:6]([CH3:8])=[CH:7][C:2]=2[CH3:1])=[N:16][CH:17]=1.[Br:11][C:12]1[C:13]([NH:10][C:3]2[C:4]([CH3:9])=[CH:5][C:6]([CH3:8])=[CH:7][C:2]=2[CH3:1])=[N:14][C:15]([Cl:18])=[N:16][CH:17]=1. The yield is 0.240. The reactants are [CH3:1][C:2]1[CH:7]=[C:6]([CH3:8])[CH:5]=[C:4]([CH3:9])[C:3]=1[NH2:10].[Br:11][C:12]1[C:13]([Cl:19])=[N:14][C:15]([Cl:18])=[N:16][CH:17]=1. (5) The reactants are [CH2:1]([O:8][C:9]1[CH:10]=[C:11]([NH:16][C:17]([NH2:19])=[S:18])[CH:12]=[C:13]([Br:15])[CH:14]=1)[C:2]1[CH:7]=[CH:6][CH:5]=[CH:4][CH:3]=1.BrBr.N. The yield is 0.680. The catalyst is C(Cl)(Cl)Cl. The product is [CH2:1]([O:8][C:9]1[CH:14]=[C:13]([Br:15])[C:12]2[S:18][C:17]([NH2:19])=[N:16][C:11]=2[CH:10]=1)[C:2]1[CH:3]=[CH:4][CH:5]=[CH:6][CH:7]=1. (6) The reactants are [CH3:1][O:2][C:3]1[CH:4]=[C:5]([N:11]2[CH2:20][C:19]3[C:14](=[N:15][C:16]([S:21]([CH3:24])(=[O:23])=[O:22])=[N:17][CH:18]=3)[N:13]([CH3:25])[C:12]2=[O:26])C=[C:7]([O:9][CH3:10])[CH:8]=1.S(Cl)([Cl:30])(=O)=O.Cl[CH2:33][Cl:34]. No catalyst specified. The product is [Cl:30][C:4]1[C:3]([O:2][CH3:1])=[CH:8][C:7]([O:9][CH3:10])=[C:33]([Cl:34])[C:5]=1[N:11]1[CH2:20][C:19]2[C:14](=[N:15][C:16]([S:21]([CH3:24])(=[O:23])=[O:22])=[N:17][CH:18]=2)[N:13]([CH3:25])[C:12]1=[O:26]. The yield is 0.960. (7) The reactants are [F:1][C:2]([F:14])([F:13])[CH2:3][O:4][C:5]1[CH:10]=[CH:9][N:8]=[C:7]([C:11]#[N:12])[CH:6]=1.[ClH:15]. The catalyst is CO.[Pd]. The product is [ClH:15].[F:14][C:2]([F:1])([F:13])[CH2:3][O:4][C:5]1[CH:10]=[CH:9][N:8]=[C:7]([CH2:11][NH2:12])[CH:6]=1. The yield is 0.440. (8) The reactants are [CH3:1][S:2]([N:5]1[CH2:10][CH2:9][C:8]2[N:11]([CH2:24][CH2:25][CH:26]=O)[N:12]=[C:13]([C:14]3[CH:19]=[CH:18][C:17]([C:20]([F:23])([F:22])[F:21])=[CH:16][CH:15]=3)[C:7]=2[CH2:6]1)(=[O:4])=[O:3].[Cl:28][C:29]1[CH:34]=[CH:33][CH:32]=[C:31]([N+:35]([O-:37])=[O:36])[C:30]=1[N:38]1[CH2:43][CH2:42][NH:41][CH2:40][CH2:39]1.S([O-])([O-])(=O)=O.[Na+].[Na+].C(O[BH-](OC(=O)C)OC(=O)C)(=O)C.[Na+]. The catalyst is C(Cl)Cl. The product is [Cl:28][C:29]1[CH:34]=[CH:33][CH:32]=[C:31]([N+:35]([O-:37])=[O:36])[C:30]=1[N:38]1[CH2:43][CH2:42][N:41]([CH2:26][CH2:25][CH2:24][N:11]2[C:8]3[CH2:9][CH2:10][N:5]([S:2]([CH3:1])(=[O:4])=[O:3])[CH2:6][C:7]=3[C:13]([C:14]3[CH:19]=[CH:18][C:17]([C:20]([F:23])([F:22])[F:21])=[CH:16][CH:15]=3)=[N:12]2)[CH2:40][CH2:39]1. The yield is 0.490. (9) The reactants are [Cl-].O[NH3+:3].[C:4](=[O:7])([O-])[OH:5].[Na+].CS(C)=O.[OH:13][CH:14]([CH3:51])[CH2:15][O:16][C:17]1[CH:22]=[CH:21][C:20]([N:23]2[C:28](=[O:29])[C:27]([CH2:30][C:31]3[CH:36]=[CH:35][C:34]([C:37]4[C:38]([C:43]#[N:44])=[CH:39][CH:40]=[CH:41][CH:42]=4)=[CH:33][CH:32]=3)=[C:26]([CH2:45][CH2:46][CH3:47])[N:25]3[N:48]=[CH:49][CH:50]=[C:24]23)=[CH:19][CH:18]=1. The catalyst is C(OCC)(=O)C. The product is [OH:13][CH:14]([CH3:51])[CH2:15][O:16][C:17]1[CH:18]=[CH:19][C:20]([N:23]2[C:28](=[O:29])[C:27]([CH2:30][C:31]3[CH:36]=[CH:35][C:34]([C:37]4[CH:42]=[CH:41][CH:40]=[CH:39][C:38]=4[C:43]4[NH:3][C:4](=[O:7])[O:5][N:44]=4)=[CH:33][CH:32]=3)=[C:26]([CH2:45][CH2:46][CH3:47])[N:25]3[N:48]=[CH:49][CH:50]=[C:24]23)=[CH:21][CH:22]=1. The yield is 0.380.